Task: Predict the reactants needed to synthesize the given product.. Dataset: Full USPTO retrosynthesis dataset with 1.9M reactions from patents (1976-2016) (1) Given the product [Cl:32][C:31]1[C:26]([N:13]2[CH2:14][CH2:15][N:10]([C:8]([C:7]3[CH:6]=[CH:5][C:4]([N:16]4[C@H:20]([CH2:21][O:22][CH3:23])[CH2:19][O:18][C:17]4=[O:24])=[CH:3][C:2]=3[F:1])=[O:9])[CH2:11][CH2:12]2)=[N:27][CH:28]=[C:29]([Cl:33])[CH:30]=1, predict the reactants needed to synthesize it. The reactants are: [F:1][C:2]1[CH:3]=[C:4]([N:16]2[C@H:20]([CH2:21][O:22][CH3:23])[CH2:19][O:18][C:17]2=[O:24])[CH:5]=[CH:6][C:7]=1[C:8]([N:10]1[CH2:15][CH2:14][NH:13][CH2:12][CH2:11]1)=[O:9].Cl[C:26]1[C:31]([Cl:32])=[CH:30][C:29]([Cl:33])=[CH:28][N:27]=1. (2) Given the product [CH2:1]([O:8][C:9]([NH:11][NH:12][C:13]([C@@H:15]1[CH2:19][CH2:18][C:17](=[O:28])[N:16]1[C:20]([O:22][C:23]([CH3:26])([CH3:25])[CH3:24])=[O:21])=[O:14])=[O:10])[C:2]1[CH:7]=[CH:6][CH:5]=[CH:4][CH:3]=1, predict the reactants needed to synthesize it. The reactants are: [CH2:1]([O:8][C:9]([NH:11][NH:12][C:13]([C@@H:15]1[CH2:19][CH2:18][CH2:17][N:16]1[C:20]([O:22][C:23]([CH3:26])([CH3:25])[CH3:24])=[O:21])=[O:14])=[O:10])[C:2]1[CH:7]=[CH:6][CH:5]=[CH:4][CH:3]=1.C[OH:28]. (3) The reactants are: [ClH:1].Cl.[CH2:3]([C:7]1[N:8]=[N:9][C:10]([O:26][CH:27]2[CH2:32][CH2:31][NH:30][CH2:29][CH2:28]2)=[CH:11][C:12]=1[C:13]1[CH:18]=[CH:17][C:16]([O:19][CH:20]2[CH2:25][CH2:24][CH2:23][CH2:22][CH2:21]2)=[CH:15][CH:14]=1)[CH2:4][CH2:5][CH3:6].Br[CH2:34][CH2:35][CH:36]1[O:41][CH2:40][CH2:39][CH2:38][O:37]1.C(=O)([O-])[O-].[K+].[K+].Cl. Given the product [ClH:1].[ClH:1].[CH2:3]([C:7]1[N:8]=[N:9][C:10]([O:26][CH:27]2[CH2:32][CH2:31][N:30]([CH2:34][CH2:35][CH:36]3[O:41][CH2:40][CH2:39][CH2:38][O:37]3)[CH2:29][CH2:28]2)=[CH:11][C:12]=1[C:13]1[CH:14]=[CH:15][C:16]([O:19][CH:20]2[CH2:25][CH2:24][CH2:23][CH2:22][CH2:21]2)=[CH:17][CH:18]=1)[CH2:4][CH2:5][CH3:6], predict the reactants needed to synthesize it. (4) Given the product [F:1][CH:2]([F:15])[C:3]1[N:4]=[C:5]2[C:10]([CH3:11])=[N:9][CH:8]=[C:7]([CH3:12])[N:6]2[N:13]=1, predict the reactants needed to synthesize it. The reactants are: [F:1][CH:2]([F:15])[C:3](=[N:13]O)[NH:4][C:5]1[C:10]([CH3:11])=[N:9][CH:8]=[C:7]([CH3:12])[N:6]=1.[OH-].[NH4+]. (5) The reactants are: [NH2:1][C:2]1[C:3]([C:20]([NH:22][C:23]2[C:28]([N:29]3[CH2:34][CH2:33][C:32]([NH:36]C(=O)OC(C)(C)C)([CH3:35])[CH2:31][CH2:30]3)=[CH:27][CH:26]=[CH:25][N:24]=2)=[O:21])=[N:4][C:5]([C:8]2[C:13]([C:14]([F:17])([F:16])[F:15])=[C:12]([O:18][CH3:19])[CH:11]=[CH:10][N:9]=2)=[CH:6][N:7]=1.FC(F)(F)C(O)=O. Given the product [NH2:1][C:2]1[C:3]([C:20]([NH:22][C:23]2[C:28]([N:29]3[CH2:34][CH2:33][C:32]([NH2:36])([CH3:35])[CH2:31][CH2:30]3)=[CH:27][CH:26]=[CH:25][N:24]=2)=[O:21])=[N:4][C:5]([C:8]2[C:13]([C:14]([F:15])([F:17])[F:16])=[C:12]([O:18][CH3:19])[CH:11]=[CH:10][N:9]=2)=[CH:6][N:7]=1, predict the reactants needed to synthesize it.